Dataset: Reaction yield outcomes from USPTO patents with 853,638 reactions. Task: Predict the reaction yield, written as a fraction of the theoretical maximum amount of product (1.0 means a 100% yield; for example, 0.34 means a 34% yield). (1) The reactants are [O:1]1[CH2:6][CH2:5][CH:4]([C:7]#[N:8])[CH2:3][CH2:2]1.C(NC(C)C)(C)C.[Li].Cl[CH2:18][O:19][CH2:20][CH2:21][Cl:22]. The catalyst is O1CCCC1. The product is [Cl:22][CH2:21][CH2:20][O:19][CH2:18][C:4]1([C:7]#[N:8])[CH2:5][CH2:6][O:1][CH2:2][CH2:3]1. The yield is 0.910. (2) The reactants are [C:1]([O:5][C:6]([N:8]([C@@H:14]1[C:22]2[C:17](=[C:18]([C:23]3[S:24][C:25]([C:28]4[CH:33]=[CH:32][C:31]([O:34][CH:35]([CH3:37])[CH3:36])=[C:30]([C:38]#[N:39])[CH:29]=4)=[N:26][N:27]=3)[CH:19]=[CH:20][CH:21]=2)[CH2:16][CH2:15]1)[CH2:9][C:10]([O:12]C)=[O:11])=[O:7])([CH3:4])([CH3:3])[CH3:2].[OH-].[Na+]. The catalyst is CO. The product is [C:1]([O:5][C:6]([N:8]([C@@H:14]1[C:22]2[C:17](=[C:18]([C:23]3[S:24][C:25]([C:28]4[CH:33]=[CH:32][C:31]([O:34][CH:35]([CH3:36])[CH3:37])=[C:30]([C:38]#[N:39])[CH:29]=4)=[N:26][N:27]=3)[CH:19]=[CH:20][CH:21]=2)[CH2:16][CH2:15]1)[CH2:9][C:10]([OH:12])=[O:11])=[O:7])([CH3:3])([CH3:2])[CH3:4]. The yield is 0.920. (3) The reactants are [OH:1][N:2]1[C:6](=[O:7])[C:5]2=[CH:8][CH:9]=[CH:10][CH:11]=[C:4]2[C:3]1=[O:12].[F:13][C:14]1[CH:19]=[CH:18][C:17](B(O)O)=[CH:16][CH:15]=1.N1C=CC=CC=1. The catalyst is Cl[Cu].ClCCCl. The product is [F:13][C:14]1[CH:19]=[CH:18][C:17]([O:1][N:2]2[C:3](=[O:12])[C:4]3=[CH:11][CH:10]=[CH:9][CH:8]=[C:5]3[C:6]2=[O:7])=[CH:16][CH:15]=1. The yield is 0.290. (4) The yield is 0.500. The catalyst is CN(C=O)C.O.CCOC(C)=O. The product is [C:18]([O:22][C:23]([N:25]1[CH2:31][CH2:30][CH2:29][CH2:28][C@H:27]([NH:32][C:7]([C:6]2[CH:5]=[C:4]([C:10]3[CH:15]=[CH:14][C:13]([O:16][CH3:17])=[CH:12][CH:11]=3)[S:3][C:2]=2[NH2:1])=[O:9])[CH2:26]1)=[O:24])([CH3:21])([CH3:19])[CH3:20]. The reactants are [NH2:1][C:2]1[S:3][C:4]([C:10]2[CH:15]=[CH:14][C:13]([O:16][CH3:17])=[CH:12][CH:11]=2)=[CH:5][C:6]=1[C:7]([OH:9])=O.[C:18]([O:22][C:23]([N:25]1[CH2:31][CH2:30][CH2:29][CH2:28][C@H:27]([NH2:32])[CH2:26]1)=[O:24])([CH3:21])([CH3:20])[CH3:19].F[P-](F)(F)(F)(F)F.N1(O[P+](N(C)C)(N(C)C)N(C)C)C2C=CC=CC=2N=N1.CN1CCOCC1.